Dataset: Full USPTO retrosynthesis dataset with 1.9M reactions from patents (1976-2016). Task: Predict the reactants needed to synthesize the given product. (1) Given the product [CH3:25][C:26]1[CH:27]=[C:28]([NH:32][C:33]([NH:1][C:2]2[CH:3]=[CH:4][C:5]([C:8]3[CH:16]=[CH:15][CH:14]=[C:13]4[C:9]=3[CH2:10][NH:11][C:12]4=[O:17])=[CH:6][CH:7]=2)=[O:34])[CH:29]=[CH:30][CH:31]=1, predict the reactants needed to synthesize it. The reactants are: [NH2:1][C:2]1[CH:7]=[CH:6][C:5]([C:8]2[CH:16]=[CH:15][CH:14]=[C:13]3[C:9]=2[CH2:10][NH:11][C:12]3=[O:17])=[CH:4][CH:3]=1.CN1CCOCC1.[CH3:25][C:26]1[CH:27]=[C:28]([N:32]=[C:33]=[O:34])[CH:29]=[CH:30][CH:31]=1. (2) Given the product [NH3:9].[OH:39][CH:36]1[CH2:37][CH2:38][N:33]([CH:6]2[CH2:11][CH2:10][N:9]([C:12]([O:14][C:15]([CH3:18])([CH3:17])[CH3:16])=[O:13])[CH2:8][CH2:7]2)[CH2:34][CH2:35]1, predict the reactants needed to synthesize it. The reactants are: C(O)(=O)C.O=[C:6]1[CH2:11][CH2:10][N:9]([C:12]([O:14][C:15]([CH3:18])([CH3:17])[CH3:16])=[O:13])[CH2:8][CH2:7]1.C(O[BH-](OC(=O)C)OC(=O)C)(=O)C.[Na+].[NH:33]1[CH2:38][CH2:37][CH:36]([OH:39])[CH2:35][CH2:34]1.C(N(CC)CC)C. (3) The reactants are: [C:1]([C:5]1[CH:10]=[CH:9][C:8]([C:11]2[C:12]([NH2:17])=[N:13][CH:14]=[CH:15][CH:16]=2)=[CH:7][CH:6]=1)([CH3:4])([CH3:3])[CH3:2].[H-].[Na+].Cl[CH2:21][CH2:22][S:23](Cl)(=[O:25])=[O:24].O. Given the product [C:1]([C:5]1[CH:10]=[CH:9][C:8]([C:11]2[C:12]3=[N:17][S:23](=[O:25])(=[O:24])[CH2:22][CH2:21][N:13]3[CH:14]=[CH:15][CH:16]=2)=[CH:7][CH:6]=1)([CH3:4])([CH3:2])[CH3:3], predict the reactants needed to synthesize it. (4) Given the product [Br:1][C:2]1[CH:3]=[C:4]([CH:11]2[CH2:12][CH2:13][CH2:14]2)[C:5]([O:10][CH3:15])=[C:6]([CH:9]=1)[CH:7]=[O:8], predict the reactants needed to synthesize it. The reactants are: [Br:1][C:2]1[CH:3]=[C:4]([CH:11]2[CH2:14][CH2:13][CH2:12]2)[C:5]([OH:10])=[C:6]([CH:9]=1)[CH:7]=[O:8].[C:15](=O)([O-])[O-].[K+].[K+].COS(=O)(=O)OC. (5) Given the product [NH2:1][C:2]1[C:11]([B:13]2[O:17][C:16]([CH3:19])([CH3:18])[C:15]([CH3:21])([CH3:20])[O:14]2)=[CH:10][CH:9]=[CH:8][C:3]=1[C:4]([O:6][CH3:7])=[O:5], predict the reactants needed to synthesize it. The reactants are: [NH2:1][C:2]1[C:11](Br)=[CH:10][CH:9]=[CH:8][C:3]=1[C:4]([O:6][CH3:7])=[O:5].[B:13]1([B:13]2[O:17][C:16]([CH3:19])([CH3:18])[C:15]([CH3:21])([CH3:20])[O:14]2)[O:17][C:16]([CH3:19])([CH3:18])[C:15]([CH3:21])([CH3:20])[O:14]1.C([O-])(=O)C.[K+].C(Cl)Cl.